Dataset: Full USPTO retrosynthesis dataset with 1.9M reactions from patents (1976-2016). Task: Predict the reactants needed to synthesize the given product. (1) Given the product [F:23][C:19]1[CH:20]=[CH:21][CH:22]=[C:2]([F:1])[C:3]=1[CH2:4][O:5][C:6]1[C:7]2[N:8]([C:12]([C:16]([NH:24][CH:25]([CH:26]([OH:31])[C:27]([F:30])([F:29])[F:28])[CH3:32])=[O:18])=[C:13]([CH3:15])[N:14]=2)[CH:9]=[CH:10][CH:11]=1, predict the reactants needed to synthesize it. The reactants are: [F:1][C:2]1[CH:22]=[CH:21][CH:20]=[C:19]([F:23])[C:3]=1[CH2:4][O:5][C:6]1[C:7]2[N:8]([C:12]([C:16]([OH:18])=O)=[C:13]([CH3:15])[N:14]=2)[CH:9]=[CH:10][CH:11]=1.[NH2:24][CH:25]([CH3:32])[CH:26]([OH:31])[C:27]([F:30])([F:29])[F:28].CN(C(ON1N=NC2C=CC=CC1=2)=[N+](C)C)C.[B-](F)(F)(F)F. (2) Given the product [CH3:1][CH:31]([CH3:32])[CH2:30][CH2:29][CH2:28][CH2:27][CH2:26][CH2:25][C:24]([O:35][CH2:36][C:37]1[CH:45]=[CH:44][C:42]([OH:43])=[C:39]([O:40][CH3:41])[CH:38]=1)=[O:34], predict the reactants needed to synthesize it. The reactants are: [CH3:1]C(C)CCCCCCC(OCCC1C=CC(O)=C(OC)C=1)=O.[C:24]([O:35][CH2:36][C:37]1[CH:45]=[CH:44][C:42]([OH:43])=[C:39]([O:40][CH3:41])[CH:38]=1)(=[O:34])[CH2:25][CH2:26][CH2:27][CH2:28][CH2:29][CH2:30][CH2:31][CH2:32]C. (3) The reactants are: [CH2:1]([O:5][C:6]1[CH:11]=[CH:10][C:9]([C:12]([C:15]2[CH:20]=[CH:19][C:18]([O:21][CH2:22][CH:23]3[O:25][CH2:24]3)=[CH:17][CH:16]=2)([CH3:14])[CH3:13])=[CH:8][CH:7]=1)[CH:2]1[O:4][CH2:3]1.CS(C)=[O:28].S(=O)(=O)(O)O.[OH2:35]. Given the product [OH:35][CH:22]([O:21][C:18]1[CH:19]=[CH:20][C:15]([C:12]([C:9]2[CH:8]=[CH:7][C:6]([O:5][CH:1]([OH:28])[CH:2]([OH:4])[CH3:3])=[CH:11][CH:10]=2)([CH3:13])[CH3:14])=[CH:16][CH:17]=1)[CH:23]([OH:25])[CH3:24], predict the reactants needed to synthesize it. (4) Given the product [S:20]1[CH:14]=[C:19]([C:11]([C:1]2[C:10]3[C:5](=[CH:6][CH:7]=[CH:8][CH:9]=3)[CH:4]=[CH:3][CH:2]=2)=[O:13])[CH:18]=[CH:17]1, predict the reactants needed to synthesize it. The reactants are: [C:1]1([C:11]([OH:13])=O)[C:10]2[C:5](=[CH:6][CH:7]=[CH:8][CH:9]=2)[CH:4]=[CH:3][CH:2]=1.[C:14]1([SH:20])[CH:19]=[CH:18][CH:17]=CC=1. (5) Given the product [Cl:1][C:2]1[C:7]([C:8]2[O:10][C:4]([CH3:3])=[N:11][N:12]=2)=[CH:6][N:5]=[C:4]2[N:11]([CH2:14][CH3:15])[N:12]=[CH:13][C:3]=12, predict the reactants needed to synthesize it. The reactants are: [Cl:1][C:2]1[C:7]([C:8]([OH:10])=O)=[CH:6][N:5]=[C:4]2[N:11]([CH2:14][CH3:15])[N:12]=[CH:13][C:3]=12. (6) Given the product [Cl:1][C:2]1[CH:3]=[C:4]([NH:5][C:39]2[C:40]3[N:32]([CH2:31][CH2:30][OH:29])[CH:33]=[CH:34][C:35]=3[N:36]=[CH:37][N:38]=2)[CH:6]=[CH:7][C:8]=1[O:9][C:10]1[C:19]2[C:14](=[C:15]([F:20])[CH:16]=[CH:17][CH:18]=2)[N:13]=[CH:12][CH:11]=1, predict the reactants needed to synthesize it. The reactants are: [Cl:1][C:2]1[CH:3]=[C:4]([CH:6]=[CH:7][C:8]=1[O:9][C:10]1[C:19]2[C:14](=[C:15]([F:20])[CH:16]=[CH:17][CH:18]=2)[N:13]=[CH:12][CH:11]=1)[NH2:5].C([O:29][CH2:30][CH2:31][N:32]1[C:40]2[C:39](Cl)=[N:38][CH:37]=[N:36][C:35]=2[CH:34]=[CH:33]1)(=O)C1C=CC=CC=1.Cl.N1C=CC=CC=1. (7) Given the product [F:34][C:33]([F:36])([F:35])[C:31]([OH:37])=[O:32].[Cl:30][C:27]1[CH:26]=[CH:25][C:24]([NH:23][C:21](=[O:22])[NH:20][C:5]2[S:6][C:7]3[CH2:8][NH:9][CH2:10][CH2:11][C:12]=3[C:4]=2[C:1]([NH2:2])=[O:3])=[CH:29][CH:28]=1, predict the reactants needed to synthesize it. The reactants are: [C:1]([C:4]1[C:12]2[CH2:11][CH2:10][N:9](C(OC(C)(C)C)=O)[CH2:8][C:7]=2[S:6][C:5]=1[NH:20][C:21]([NH:23][C:24]1[CH:29]=[CH:28][C:27]([Cl:30])=[CH:26][CH:25]=1)=[O:22])(=[O:3])[NH2:2].[C:31]([OH:37])([C:33]([F:36])([F:35])[F:34])=[O:32]. (8) Given the product [CH3:1][O:2][N:3]=[C:4]1[C:8]2[CH:9]=[CH:10][CH:11]=[CH:12][C:7]=2[O:6][C:5]1=[N:13][O:14][CH2:18][CH2:19][OH:20], predict the reactants needed to synthesize it. The reactants are: [CH3:1][O:2][N:3]=[C:4]1[C:8]2[CH:9]=[CH:10][CH:11]=[CH:12][C:7]=2[O:6][C:5]1=[N:13][OH:14].[H-].[Na+].Br[CH2:18][CH2:19][OH:20].C[O-].[Na+].